From a dataset of Full USPTO retrosynthesis dataset with 1.9M reactions from patents (1976-2016). Predict the reactants needed to synthesize the given product. (1) Given the product [C:11]([O:14][C:15]1[CH:20]=[CH:19][C:18]([NH2:21])=[CH:17][CH:16]=1)(=[O:13])[CH3:12], predict the reactants needed to synthesize it. The reactants are: NC1C=C(OC)C=CC=1O.[C:11]([O:14][C:15]1[CH:20]=[CH:19][C:18]([N+:21]([O-])=O)=[CH:17][CH:16]=1)(=[O:13])[CH3:12].COC1C=CC(O)=C([N+]([O-])=O)C=1. (2) Given the product [CH3:19][O:7][C:6](=[O:8])[C:5]1[CH:9]=[CH:10][C:2]([F:1])=[C:3]([N+:11]([O-:13])=[O:12])[CH:4]=1, predict the reactants needed to synthesize it. The reactants are: [F:1][C:2]1[CH:10]=[CH:9][C:5]([C:6]([OH:8])=[O:7])=[CH:4][C:3]=1[N+:11]([O-:13])=[O:12].S(=O)(=O)(O)O.[CH3:19]O. (3) Given the product [CH:1]12[N:8]([CH2:36][CH:34]([C:25]3[CH:26]=[CH:27][C:28]4[C:29](=[O:33])[O:30][CH2:31][C:32]=4[C:24]=3[CH3:23])[OH:35])[CH:5]([CH2:6][CH2:7]1)[CH2:4][N:3]([CH2:9][CH:10]([C:12]1[CH:21]=[CH:20][C:15]3[C:16](=[O:19])[O:17][CH2:18][C:14]=3[C:13]=1[CH3:22])[OH:11])[CH2:2]2, predict the reactants needed to synthesize it. The reactants are: [CH:1]12[NH:8][CH:5]([CH2:6][CH2:7]1)[CH2:4][N:3]([CH2:9][CH:10]([C:12]1[CH:21]=[CH:20][C:15]3[C:16](=[O:19])[O:17][CH2:18][C:14]=3[C:13]=1[CH3:22])[OH:11])[CH2:2]2.[CH3:23][C:24]1[C:32]2[CH2:31][O:30][C:29](=[O:33])[C:28]=2[CH:27]=[CH:26][C:25]=1[CH:34]1[CH2:36][O:35]1. (4) Given the product [CH3:1][C:2]1[O:22][C:7]2[C:6](=[C:11]([OH:12])[C:10]([C@@H:13]3[C@H:18]([OH:19])[CH2:17][N:16]([CH3:20])[CH2:15][CH2:14]3)=[C:9]([OH:21])[CH:8]=2)[C:4](=[O:5])[CH:3]=1, predict the reactants needed to synthesize it. The reactants are: [CH3:1][C:2]1[O:12][C:11]2[C:6](=[C:7]([OH:22])[CH:8]=[C:9]([OH:21])[C:10]=2[C@@H:13]2[C@H:18]([OH:19])[CH2:17][N:16]([CH3:20])[CH2:15][CH2:14]2)[C:4](=[O:5])[CH:3]=1.OC1C(C2CCN(C)CC2O)=C(O)C=C2C=1C(=O)C=C(C)O2.[K+].[Br-]. (5) Given the product [C:5]([SiH2:9][O:10][C:11]([CH3:26])([CH3:27])[C:12]1[CH:13]=[C:14]([CH2:19][CH2:20][NH:4][CH:1]2[CH2:3][CH2:2]2)[CH:15]=[CH:16][C:17]=1[Cl:18])([CH3:8])([CH3:7])[CH3:6], predict the reactants needed to synthesize it. The reactants are: [CH:1]1([NH2:4])[CH2:3][CH2:2]1.[C:5]([SiH2:9][O:10][C:11]([CH3:27])([CH3:26])[C:12]1[CH:13]=[C:14]([CH2:19][CH2:20]OS(C)(=O)=O)[CH:15]=[CH:16][C:17]=1[Cl:18])([CH3:8])([CH3:7])[CH3:6]. (6) Given the product [NH2:1][CH2:2][C:3]([CH3:17])([CH3:16])[CH2:4][NH:5][C:6]1[C:7]2[CH:15]=[CH:14][NH:13][C:8]=2[N:9]=[C:10]([NH:18][C:19]2[CH:27]=[C:26]3[C:22]([CH:23]=[N:24][NH:25]3)=[CH:21][CH:20]=2)[N:11]=1, predict the reactants needed to synthesize it. The reactants are: [NH2:1][CH2:2][C:3]([CH3:17])([CH3:16])[CH2:4][NH:5][C:6]1[C:7]2[CH:15]=[CH:14][NH:13][C:8]=2[N:9]=[C:10](Cl)[N:11]=1.[NH2:18][C:19]1[CH:27]=[C:26]2[C:22]([CH:23]=[N:24][NH:25]2)=[CH:21][CH:20]=1.C[Si](Cl)(C)C. (7) The reactants are: [Br:1][C:2]1[CH:3]=[N:4][CH:5]=[CH:6][C:7]=1Cl.[F:9][C:10]([F:14])([F:13])[CH2:11][OH:12]. Given the product [Br:1][C:2]1[CH:3]=[N:4][CH:5]=[CH:6][C:7]=1[O:12][CH2:11][C:10]([F:14])([F:13])[F:9], predict the reactants needed to synthesize it. (8) Given the product [CH2:1]([O:8][N:9]1[C:10]2[C:11](=[CH:17][CH:18]=[CH:19][N:20]=2)[C:12]([OH:14])=[C:22]([C:23]([O:25][CH2:26][CH3:27])=[O:24])[C:21]1=[O:28])[C:2]1[CH:7]=[CH:6][CH:5]=[CH:4][CH:3]=1, predict the reactants needed to synthesize it. The reactants are: [CH2:1]([O:8][N:9]([C:21](=[O:28])[CH2:22][C:23]([O:25][CH2:26][CH3:27])=[O:24])[C:10]1[N:20]=[CH:19][CH:18]=[CH:17][C:11]=1[C:12]([O:14]CC)=O)[C:2]1[CH:7]=[CH:6][CH:5]=[CH:4][CH:3]=1.[O-]CC.[Na+].